Dataset: Forward reaction prediction with 1.9M reactions from USPTO patents (1976-2016). Task: Predict the product of the given reaction. (1) Given the reactants OC[C@H](NC1C2SC(OC)=NC=2N=C([S:15][S:16][C:17]2[N:18]=[C:19]([NH:28][C@H:29]([CH2:32][CH:33]([CH3:35])[CH3:34])[CH2:30][OH:31])[C:20]3[S:25][C:24]([O:26]C)=[N:23][C:21]=3[N:22]=2)N=1)CC(C)C.Cl.[OH2:42], predict the reaction product. The product is: [OH:31][CH2:30][C@H:29]([NH:28][C:19]1[C:20]2[S:25][C:24](=[O:26])[NH:23][C:21]=2[N:22]=[C:17]([S:16][S:15][N:23]2[C:21]3[N:22]=[CH:17][N:18]=[C:19]([NH:28][C@@H:29]([CH2:30][OH:42])[CH2:32][CH:33]([CH3:34])[CH3:35])[C:20]=3[S:25][C:24]2=[O:26])[N:18]=1)[CH2:32][CH:33]([CH3:34])[CH3:35]. (2) Given the reactants S(=O)(=O)(O)O.[CH3:6][O:7][C:8]1[CH:13]=[CH:12][C:11]([OH:14])=[CH:10][C:9]=1[CH3:15].[C:16](O)([CH3:19])([CH3:18])[CH3:17], predict the reaction product. The product is: [C:16]([C:12]1[CH:13]=[C:8]([O:7][CH3:6])[C:9]([CH3:15])=[CH:10][C:11]=1[OH:14])([CH3:19])([CH3:18])[CH3:17]. (3) Given the reactants [CH3:1][O:2][C:3]1[C:4]([NH2:9])=[CH:5][CH:6]=[CH:7][CH:8]=1.[Cl:10][C:11]1[C:12](Cl)=[N:13][CH:14]=[C:15]([CH:21]=1)[C:16]([O:18][CH2:19][CH3:20])=[O:17].C(=O)([O-])[O-].[Cs+].[Cs+], predict the reaction product. The product is: [Cl:10][C:11]1[C:12]([NH:9][C:4]2[CH:5]=[CH:6][CH:7]=[CH:8][C:3]=2[O:2][CH3:1])=[N:13][CH:14]=[C:15]([CH:21]=1)[C:16]([O:18][CH2:19][CH3:20])=[O:17]. (4) Given the reactants [CH3:1][C:2]1[CH:7]=[CH:6][C:5]([C:8]2[N:9]=[C:10]([N:17]3[CH2:22][CH2:21][O:20][CH2:19][CH2:18]3)[C:11]3[S:16][CH:15]=[CH:14][C:12]=3[N:13]=2)=[CH:4][C:3]=1[NH2:23].[N:24](OCCC(C)C)=O, predict the reaction product. The product is: [NH:23]1[C:3]2[C:2](=[CH:7][CH:6]=[C:5]([C:8]3[N:9]=[C:10]([N:17]4[CH2:18][CH2:19][O:20][CH2:21][CH2:22]4)[C:11]4[S:16][CH:15]=[CH:14][C:12]=4[N:13]=3)[CH:4]=2)[CH:1]=[N:24]1. (5) Given the reactants [CH2:1]([NH:3][CH2:4][CH3:5])[CH3:2].[C:6]([C:8]1[CH:9]=[C:10]2[C:15](=[CH:16][C:17]=1[O:18][CH2:19][C@H:20]1[CH2:22][O:21]1)[N:14]=[CH:13][CH:12]=[C:11]2[O:23][C:24]1[CH:29]=[CH:28][C:27]([NH:30][C:31]([NH:33][CH:34]2[CH2:36][CH2:35]2)=[O:32])=[C:26]([CH3:37])[C:25]=1[CH3:38])#[N:7], predict the reaction product. The product is: [C:6]([C:8]1[CH:9]=[C:10]2[C:15](=[CH:16][C:17]=1[O:18][CH2:19][C@H:20]([OH:21])[CH2:22][N:3]([CH2:4][CH3:5])[CH2:1][CH3:2])[N:14]=[CH:13][CH:12]=[C:11]2[O:23][C:24]1[CH:29]=[CH:28][C:27]([NH:30][C:31]([NH:33][CH:34]2[CH2:35][CH2:36]2)=[O:32])=[C:26]([CH3:37])[C:25]=1[CH3:38])#[N:7]. (6) Given the reactants [CH:1]1(C(C(=CN(C)C)C(OC)=O)=O)CCCC1.[CH:17]1([C:22]2[C:27]([C:28]([O:30][CH3:31])=[O:29])=[CH:26][N:25]=[C:24](N3CCOCC3)[N:23]=2)[CH2:21][CH2:20][CH2:19][CH2:18]1, predict the reaction product. The product is: [CH:17]1([C:22]2[C:27]([C:28]([O:30][CH3:31])=[O:29])=[CH:26][N:25]=[C:24]([CH3:1])[N:23]=2)[CH2:21][CH2:20][CH2:19][CH2:18]1. (7) Given the reactants [C:1]1([C:7]2[C:15]3[C:10](=[CH:11][CH:12]=[CH:13][CH:14]=3)[N:9]([S:16]([C:19]3[CH:27]=[CH:26][C:22]([C:23]([OH:25])=O)=[CH:21][CH:20]=3)(=[O:18])=[O:17])[CH:8]=2)[CH:6]=[CH:5][CH:4]=[CH:3][CH:2]=1.[NH:28]1[CH2:31][CH:30]([OH:32])[CH2:29]1.C(N(CC)CC)C.N1(O[P+](N(C)C)(N(C)C)N(C)C)C2C=CC=CC=2N=N1, predict the reaction product. The product is: [OH:32][CH:30]1[CH2:31][N:28]([C:23]([C:22]2[CH:21]=[CH:20][C:19]([S:16]([N:9]3[C:10]4[C:15](=[CH:14][CH:13]=[CH:12][CH:11]=4)[C:7]([C:1]4[CH:6]=[CH:5][CH:4]=[CH:3][CH:2]=4)=[CH:8]3)(=[O:18])=[O:17])=[CH:27][CH:26]=2)=[O:25])[CH2:29]1. (8) Given the reactants [Br:1][C:2]1[CH:11]=[C:10]2[C:5]([NH:6][C:7](=O)[C:8]3[N:9]2[CH:12]=[CH:13][N:14]=3)=[CH:4][C:3]=1[C:16]([F:19])([F:18])[F:17].CN(C)C1C=CC=CC=1.P(Cl)(Cl)([Cl:31])=O, predict the reaction product. The product is: [Br:1][C:2]1[CH:11]=[C:10]2[C:5]([N:6]=[C:7]([Cl:31])[C:8]3[N:9]2[CH:12]=[CH:13][N:14]=3)=[CH:4][C:3]=1[C:16]([F:19])([F:18])[F:17]. (9) Given the reactants [N:1]1[C:8]([Cl:9])=[N:7][C:5](Cl)=[N:4][C:2]=1[Cl:3].Cl.O.[NH:12]1[CH2:17][CH2:16][CH2:15][CH2:14][C:13]1=O.C(=O)([O-])[OH:20].[Na+], predict the reaction product. The product is: [Cl:9][C:8]1[N:1]=[C:2]([Cl:3])[N:4]=[C:5]([N:12]2[CH2:17][CH2:16][C:15](=[O:20])[CH2:14][CH2:13]2)[N:7]=1.